This data is from Full USPTO retrosynthesis dataset with 1.9M reactions from patents (1976-2016). The task is: Predict the reactants needed to synthesize the given product. The reactants are: [Cl:1][C:2]1[CH:3]=[C:4]([C:9](=[O:15])[CH2:10][CH2:11][C:12]([OH:14])=O)[CH:5]=[CH:6][C:7]=1[F:8].C1C=C[C:19]2N(O)N=[N:22][C:20]=2[CH:21]=1.CCN=C=NCCCN(C)C.Cl.C(N)(C)C. Given the product [Cl:1][C:2]1[CH:3]=[C:4]([C:9](=[O:15])[CH2:10][CH2:11][C:12]([NH:22][CH:20]([CH3:21])[CH3:19])=[O:14])[CH:5]=[CH:6][C:7]=1[F:8], predict the reactants needed to synthesize it.